From a dataset of Reaction yield outcomes from USPTO patents with 853,638 reactions. Predict the reaction yield, written as a fraction of the theoretical maximum amount of product (1.0 means a 100% yield; for example, 0.34 means a 34% yield). (1) The reactants are C([O:3][C:4]([C:6]1([N:15]([C:17](=[O:29])[C:18]2[CH:23]=[CH:22][CH:21]=[C:20]([CH3:24])[C:19]=2[O:25][CH:26]([CH3:28])[CH3:27])[CH3:16])[CH2:14][C:13]2[C:8](=[CH:9][CH:10]=[CH:11][CH:12]=2)[CH2:7]1)=[O:5])C.[OH-].[K+].O. The catalyst is CCO. The product is [CH:26]([O:25][C:19]1[C:20]([CH3:24])=[CH:21][CH:22]=[CH:23][C:18]=1[C:17]([N:15]([CH3:16])[C:6]1([C:4]([OH:5])=[O:3])[CH2:14][C:13]2[C:8](=[CH:9][CH:10]=[CH:11][CH:12]=2)[CH2:7]1)=[O:29])([CH3:28])[CH3:27]. The yield is 0.910. (2) The reactants are [CH3:1][O:2][C:3]1[CH:4]=[C:5]([C:9]([NH:11][NH2:12])=[O:10])[CH:6]=[CH:7][CH:8]=1.[N-:13]=[C:14]=[S:15].[N:16]1([S:22]([C:25]2[CH:30]=[CH:29][CH:28]=[CH:27][CH:26]=2)(=[O:24])=[O:23])[CH2:21][CH2:20][CH2:19][CH2:18][CH2:17]1. No catalyst specified. The product is [CH3:1][O:2][C:3]1[CH:4]=[C:5]([C:9]([NH:11][NH:12][C:14]([NH:13][C:28]2[CH:29]=[CH:30][C:25]([S:22]([N:16]3[CH2:17][CH2:18][CH2:19][CH2:20][CH2:21]3)(=[O:24])=[O:23])=[CH:26][CH:27]=2)=[S:15])=[O:10])[CH:6]=[CH:7][CH:8]=1. The yield is 0.860. (3) The reactants are C([O:9][CH2:10][C:11]1([C:19]([O:21]CC)=[O:20])[CH2:16][CH2:15][C:14]([F:18])([F:17])[CH2:13][O:12]1)(=O)C1C=CC=CC=1.O.[OH-].[Li+]. The catalyst is C1COCC1.CO.O. The product is [F:18][C:14]1([F:17])[CH2:13][O:12][C:11]([CH2:10][OH:9])([C:19]([OH:21])=[O:20])[CH2:16][CH2:15]1. The yield is 0.650. (4) The reactants are [N+:1]([C:4]1[CH:9]=[CH:8][CH:7]=[C:6]([C:10]2[CH:15]=[CH:14][N:13]=[CH:12][CH:11]=2)[C:5]=1[C:16]1[CH:21]=[CH:20][C:19]([O:22][CH2:23][C:24]2[CH:33]=[CH:32][C:31]3[C:26](=[CH:27][CH:28]=[CH:29][CH:30]=3)[N:25]=2)=[CH:18][CH:17]=1)([O-])=O.Cl[Sn]Cl.[OH-].[Na+]. The catalyst is CCOC(C)=O.O. The product is [N:13]1[CH:12]=[CH:11][C:10]([C:6]2[C:5]([C:16]3[CH:17]=[CH:18][C:19]([O:22][CH2:23][C:24]4[CH:33]=[CH:32][C:31]5[C:26](=[CH:27][CH:28]=[CH:29][CH:30]=5)[N:25]=4)=[CH:20][CH:21]=3)=[C:4]([NH2:1])[CH:9]=[CH:8][CH:7]=2)=[CH:15][CH:14]=1. The yield is 0.850.